Dataset: Peptide-MHC class I binding affinity with 185,985 pairs from IEDB/IMGT. Task: Regression. Given a peptide amino acid sequence and an MHC pseudo amino acid sequence, predict their binding affinity value. This is MHC class I binding data. The peptide sequence is YLGPTIRVW. The MHC is HLA-A68:01 with pseudo-sequence HLA-A68:01. The binding affinity (normalized) is 0.